This data is from Reaction yield outcomes from USPTO patents with 853,638 reactions. The task is: Predict the reaction yield, written as a fraction of the theoretical maximum amount of product (1.0 means a 100% yield; for example, 0.34 means a 34% yield). The reactants are [NH2:1][C@@H:2]([C:6]1[CH:11]=[CH:10][C:9]([O:12][CH3:13])=[C:8]([O:14][CH2:15][CH3:16])[CH:7]=1)[CH2:3][CH2:4][OH:5].C[O:18][C:19](=O)[C:20]1[C:25]([NH:26][C:27]([CH:29]2[CH2:31][CH2:30]2)=[O:28])=[CH:24][CH:23]=[CH:22][C:21]=1[CH2:32]Br.C(N(CC)CC)C.CCCCCC. The catalyst is CN(C=O)C.CCOCC. The product is [CH2:15]([O:14][C:8]1[CH:7]=[C:6]([C@H:2]([N:1]2[C:19](=[O:18])[C:20]3[C:21](=[CH:22][CH:23]=[CH:24][C:25]=3[NH:26][C:27]([CH:29]3[CH2:31][CH2:30]3)=[O:28])[CH2:32]2)[CH2:3][CH2:4][OH:5])[CH:11]=[CH:10][C:9]=1[O:12][CH3:13])[CH3:16]. The yield is 0.640.